This data is from Full USPTO retrosynthesis dataset with 1.9M reactions from patents (1976-2016). The task is: Predict the reactants needed to synthesize the given product. (1) Given the product [C:7]([C:6]1[CH:5]=[C:4]([CH3:10])[C:3](=[CH:11][C:12]2[CH:17]=[CH:16][CH:15]=[CH:14][CH:13]=2)[C:2]=1[CH3:1])([CH3:20])([CH3:9])[CH3:8], predict the reactants needed to synthesize it. The reactants are: [CH3:1][C:2]1[C:6](=[C:7]([CH3:9])[CH3:8])[CH:5]=[C:4]([CH3:10])[CH:3]=1.[CH:11](=O)[C:12]1[CH:17]=[CH:16][CH:15]=[CH:14][CH:13]=1.Cl.[CH2:20]1COCC1. (2) Given the product [N:1]([OH:3])=[O:2].[CH2:5]([O:7][C:8]([C:9]1[CH:10]=[C:11]([NH:15][C:18]([NH2:19])=[NH:17])[CH:12]=[CH:13][CH:14]=1)=[O:16])[CH3:6], predict the reactants needed to synthesize it. The reactants are: [N+:1]([O-])([OH:3])=[O:2].[CH2:5]([O:7][C:8](=[O:16])[C:9]1[CH:14]=[CH:13][CH:12]=[C:11]([NH2:15])[CH:10]=1)[CH3:6].[N:17]#[C:18][NH2:19]. (3) The reactants are: C[O:2][C:3]([C:5]1[CH:6]=[N:7][C:8](Br)=[CH:9][CH:10]=1)=[O:4].[F:12][C:13]1[CH:18]=[CH:17][C:16](B(O)O)=[C:15]([CH3:22])[CH:14]=1.[F-].[Cs+].C(=O)([O-])[O-].[Na+].[Na+].C1(P(C2C=CC=CC=2)C2C=CC=CC=2)C=CC=CC=1. Given the product [F:12][C:13]1[CH:18]=[CH:17][C:16]([C:8]2[N:7]=[CH:6][C:5]([C:3]([OH:2])=[O:4])=[CH:10][CH:9]=2)=[C:15]([CH3:22])[CH:14]=1, predict the reactants needed to synthesize it. (4) Given the product [CH3:11][N:4]1[C:5]([C:7]([O:9][CH3:10])=[O:8])=[CH:6][C:2]([O:1][CH2:14][C:13]([F:27])([F:26])[F:12])=[N:3]1, predict the reactants needed to synthesize it. The reactants are: [OH:1][C:2]1[CH:6]=[C:5]([C:7]([O:9][CH3:10])=[O:8])[N:4]([CH3:11])[N:3]=1.[F:12][C:13]([F:27])([F:26])[CH2:14]OS(C1C=CC(C)=CC=1)(=O)=O.C(=O)([O-])[O-].[K+].[K+].O. (5) Given the product [CH3:12][C:13]1[C:17]([CH2:18][S:19]([CH2:20][CH2:21][C:22]2[CH:23]=[CH:24][CH:25]=[CH:26][CH:27]=2)=[O:9])=[C:16]([C:28]2[CH:33]=[CH:32][C:31]([C:34]3[CH:35]=[CH:36][C:37]([C:40]4([C:43]([OH:45])=[O:44])[CH2:41][CH2:42]4)=[CH:38][CH:39]=3)=[CH:30][CH:29]=2)[O:15][N:14]=1, predict the reactants needed to synthesize it. The reactants are: ClC1C=CC=C(C(OO)=[O:9])C=1.[CH3:12][C:13]1[C:17]([CH2:18][S:19][CH2:20][CH2:21][C:22]2[CH:27]=[CH:26][CH:25]=[CH:24][CH:23]=2)=[C:16]([C:28]2[CH:33]=[CH:32][C:31]([C:34]3[CH:39]=[CH:38][C:37]([C:40]4([C:43]([OH:45])=[O:44])[CH2:42][CH2:41]4)=[CH:36][CH:35]=3)=[CH:30][CH:29]=2)[O:15][N:14]=1. (6) Given the product [CH2:24]([O:26][C:27]1[CH:28]=[C:29]([O:36][CH:37]([CH3:39])[CH3:38])[C:30]([F:35])=[C:31]([CH:34]=1)/[CH:32]=[N:8]/[C:9]1[CH:16]=[CH:15][C:12]([C:13]#[N:14])=[CH:11][CH:10]=1)[CH3:25], predict the reactants needed to synthesize it. The reactants are: C(OC1C=C(C=CC=1OC(C)C)/C=[N:8]/[C:9]1[CH:16]=[CH:15][C:12]([C:13]#[N:14])=[CH:11][CH:10]=1)C.[CH2:24]([O:26][C:27]1[CH:28]=[C:29]([O:36][CH:37]([CH3:39])[CH3:38])[C:30]([F:35])=[C:31]([CH:34]=1)[CH:32]=O)[CH3:25].NC1C=CC(C#N)=CC=1. (7) Given the product [CH3:1][C:2]1[NH:6][N:5]=[C:4]([NH:7][C:8]2[CH:13]=[C:12]([N:14]3[CH2:15][CH2:16][N:17]([C:20]4[CH:25]=[CH:24][N:23]=[CH:22][CH:21]=4)[CH2:18][CH2:19]3)[N:11]=[C:10](/[CH:26]=[CH:27]/[C:28]3[CH:33]=[CH:32][CH:31]=[CH:30][CH:29]=3)[N:9]=2)[CH:3]=1, predict the reactants needed to synthesize it. The reactants are: [CH3:1][C:2]1[NH:6][N:5]=[C:4]([NH:7][C:8]2[CH:13]=[C:12]([N:14]3[CH2:19][CH2:18][N:17]([C:20]4[CH:25]=[CH:24][N:23]=[CH:22][CH:21]=4)[CH2:16][CH2:15]3)[N:11]=[C:10]([CH:26]=[CH:27][C:28]3[CH:33]=[CH:32][CH:31]=[CH:30][CH:29]=3)[N:9]=2)[CH:3]=1.N1C=CC(N2CCNCC2)=CC=1.